Dataset: Experimentally validated miRNA-target interactions with 360,000+ pairs, plus equal number of negative samples. Task: Binary Classification. Given a miRNA mature sequence and a target amino acid sequence, predict their likelihood of interaction. The miRNA is hsa-miR-501-3p with sequence AAUGCACCCGGGCAAGGAUUCU. The protein sequence of the target gene is MVLDSVARIVKVQLPAYLKQLPVPDSITGFARLTVSDWLRLLPFLGVLALLGYLAVRPFFPKKKQQKDSLINLKIQKENPKVVNEINIEDLCLTKAAYCRCWRSKTFPACDGSHNKHNELTGDNVGPLILKKKEV. Result: 0 (no interaction).